This data is from Full USPTO retrosynthesis dataset with 1.9M reactions from patents (1976-2016). The task is: Predict the reactants needed to synthesize the given product. (1) Given the product [F:1][C:2]([F:7])([F:6])[C:3]([OH:5])=[O:4].[F:8][C:9]([F:14])([F:13])[C:10]([OH:12])=[O:11].[F:15][C:16]([F:21])([F:20])[C:17]([OH:19])=[O:18].[Cl:22][C:23]1[CH:24]=[N:25][C:26]2[NH:27][C:28]3[CH:29]=[N:30][CH:31]=[C:32]([CH:53]=3)[CH2:33][CH2:34][C:35]3[CH:43]=[C:39]([NH:40][C:41]=1[N:42]=2)[CH:38]=[CH:37][C:36]=3[NH:44][C:45](=[O:52])[CH2:46][C@@H:47]1[CH2:51][CH2:50][N:49]([C:55]([NH:54][C:57]2[CH:58]=[N:59][CH:60]=[CH:61][CH:62]=2)=[O:56])[CH2:48]1, predict the reactants needed to synthesize it. The reactants are: [F:1][C:2]([F:7])([F:6])[C:3]([OH:5])=[O:4].[F:8][C:9]([F:14])([F:13])[C:10]([OH:12])=[O:11].[F:15][C:16]([F:21])([F:20])[C:17]([OH:19])=[O:18].[Cl:22][C:23]1[CH:24]=[N:25][C:26]2[NH:27][C:28]3[CH:29]=[N:30][CH:31]=[C:32]([CH:53]=3)[CH2:33][CH2:34][C:35]3[CH:43]=[C:39]([NH:40][C:41]=1[N:42]=2)[CH:38]=[CH:37][C:36]=3[NH:44][C:45](=[O:52])[CH2:46][C@@H:47]1[CH2:51][CH2:50][NH:49][CH2:48]1.[N:54]([C:57]1[CH:58]=[N:59][CH:60]=[CH:61][CH:62]=1)=[C:55]=[O:56]. (2) Given the product [C:13]([O:16][CH2:11][C:5]1[C:4]([CH3:12])=[C:3]([CH2:1][CH3:2])[C:8]([CH3:9])=[CH:7][N:6]=1)(=[O:15])[CH3:14], predict the reactants needed to synthesize it. The reactants are: [CH2:1]([C:3]1[C:8]([CH3:9])=[CH:7][N+:6]([O-])=[C:5]([CH3:11])[C:4]=1[CH3:12])[CH3:2].[C:13]([O:16]C(=O)C)(=[O:15])[CH3:14].